The task is: Predict the reactants needed to synthesize the given product.. This data is from Full USPTO retrosynthesis dataset with 1.9M reactions from patents (1976-2016). (1) Given the product [CH2:26]([O:25][C:23](=[O:24])[CH2:22][O:18][CH:9]1[C:10]2[C:15](=[CH:14][CH:13]=[CH:12][CH:11]=2)[C:16](=[O:17])[N:8]1[CH2:1][C:2]1[CH:3]=[CH:4][CH:5]=[CH:6][CH:7]=1)[CH3:27], predict the reactants needed to synthesize it. The reactants are: [CH2:1]([N:8]1[CH:16]([OH:17])[C:15]2[C:10](=[CH:11][CH:12]=[CH:13][CH:14]=2)[C:9]1=[O:18])[C:2]1[CH:7]=[CH:6][CH:5]=[CH:4][CH:3]=1.[H-].[Na+].Br[CH2:22][C:23]([O:25][CH2:26][CH3:27])=[O:24]. (2) Given the product [N:26]1[CH:25]=[CH:24][C:29]([NH:30][C:13]([C:11]2[CH2:10][CH2:9][O:8][C:7]3[CH:16]=[C:3]([O:2][CH3:1])[CH:4]=[CH:5][C:6]=3[CH:12]=2)=[O:15])=[CH:28][CH:27]=1, predict the reactants needed to synthesize it. The reactants are: [CH3:1][O:2][C:3]1[CH:4]=[CH:5][C:6]2[CH:12]=[C:11]([C:13]([OH:15])=O)[CH2:10][CH2:9][O:8][C:7]=2[CH:16]=1.C(Cl)(=O)C(Cl)=O.N[C:24]1[CH:25]=[N:26][CH:27]=[CH:28][CH:29]=1.[N:30]1C=CC=CC=1. (3) Given the product [NH2:36][C:37]1([C:41]2[CH:42]=[CH:43][C:44]([C:47]3[C:56](=[O:57])[C:55]4[C:50](=[CH:51][C:52]([CH3:60])=[C:53]([O:58][CH3:59])[CH:54]=4)[O:49][C:48]=3[C:61]3[CH:62]=[CH:63][CH:64]=[CH:65][CH:66]=3)=[CH:45][CH:46]=2)[CH2:38][CH2:39][CH2:40]1, predict the reactants needed to synthesize it. The reactants are: NC1(C2C=CC(C3C(=O)C4C(=CC=C(F)C=4)OC=3C3C=CC=CC=3)=CC=2)CCC1.C(OC(=O)[NH:36][C:37]1([C:41]2[CH:46]=[CH:45][C:44]([C:47]3[C:56](=[O:57])[C:55]4[C:50](=[CH:51][C:52]([CH3:60])=[C:53]([O:58][CH3:59])[CH:54]=4)[O:49][C:48]=3[C:61]3[CH:66]=[CH:65][CH:64]=[CH:63][CH:62]=3)=[CH:43][CH:42]=2)[CH2:40][CH2:39][CH2:38]1)(C)(C)C. (4) Given the product [F:1][C:2]([C:5]1[S:9][C:8]2=[N:10][C:11]([C:13]([NH:16][C:17]3[C:18]([CH3:24])=[CH:19][CH:20]=[CH:21][C:22]=3[OH:23])=[O:14])=[CH:12][N:7]2[N:6]=1)([F:4])[CH3:3], predict the reactants needed to synthesize it. The reactants are: [F:1][C:2]([C:5]1[S:9][C:8]2=[N:10][C:11]([C:13](Cl)=[O:14])=[CH:12][N:7]2[N:6]=1)([F:4])[CH3:3].[NH2:16][C:17]1[C:22]([OH:23])=[CH:21][CH:20]=[CH:19][C:18]=1[CH3:24].CCN(C(C)C)C(C)C.CCOC(C)=O.C(Cl)Cl. (5) Given the product [C:6]([OH:5])(=[O:7])[CH3:18].[CH3:17][C:10]1[C:11]([C:13]([NH2:16])=[NH:14])=[CH:12][NH:8][N:9]=1, predict the reactants needed to synthesize it. The reactants are: C([O:5][C:6]([N:8]1[CH:12]=[C:11]([C:13](=[NH:16])[NH:14]O)[C:10]([CH3:17])=[N:9]1)=[O:7])(C)(C)C.[CH3:18]O. (6) Given the product [CH2:13]([O:12][C:8]([CH2:9][CH2:10][CH:5]([NH:4][CH2:3][CH2:2][NH2:1])[CH2:6][OH:7])=[O:11])[C:14]1[CH:19]=[CH:18][CH:17]=[CH:16][CH:15]=1, predict the reactants needed to synthesize it. The reactants are: [NH2:1][CH2:2][CH2:3][NH:4][CH2:5][CH2:6][OH:7].[C:8]([O:12][CH2:13][C:14]1[CH:19]=[CH:18][CH:17]=[CH:16][CH:15]=1)(=[O:11])[CH:9]=[CH2:10]. (7) Given the product [CH3:1][O:2][C:3](=[O:24])[C@H:4]([CH2:6][C:7]1[CH:8]=[CH:9][C:10]([NH:13][C:14]([C:16]2[C:21]([Cl:22])=[CH:20][CH:19]=[CH:18][C:17]=2[Cl:23])=[O:15])=[CH:11][CH:12]=1)[NH:5][C:38]([C:33]1([CH2:32][CH2:31][CH:27]2[O:28][CH2:29][CH2:30][NH:25][CH2:26]2)[CH2:34][CH2:35][CH2:36][CH2:37]1)=[O:39], predict the reactants needed to synthesize it. The reactants are: [CH3:1][O:2][C:3](=[O:24])[C@H:4]([CH2:6][C:7]1[CH:12]=[CH:11][C:10]([NH:13][C:14]([C:16]2[C:21]([Cl:22])=[CH:20][CH:19]=[CH:18][C:17]=2[Cl:23])=[O:15])=[CH:9][CH:8]=1)[NH2:5].[NH:25]1[CH2:30][CH2:29][O:28][CH:27]([CH2:31][CH2:32][C:33]2([C:38](O)=[O:39])[CH2:37][CH2:36][CH2:35][CH2:34]2)[CH2:26]1. (8) Given the product [Cl:1][C:2]1[C:3]([C:8]([O:10][CH3:11])=[O:9])=[N:4][N:5]([CH2:15][C:16]2[C:21]([F:22])=[CH:20][C:19]([O:23][CH2:24][CH3:25])=[CH:18][C:17]=2[F:26])[C:6]=1[CH:7]1[CH2:29][CH2:28]1, predict the reactants needed to synthesize it. The reactants are: [Cl:1][C:2]1[C:3]([C:8]([O:10][CH3:11])=[O:9])=[N:4][NH:5][C:6]=1[CH3:7].[H-].[Na+].Br[CH2:15][C:16]1[C:21]([F:22])=[CH:20][C:19]([O:23][CH2:24][CH3:25])=[CH:18][C:17]=1[F:26].O.[CH2:28]1COC[CH2:29]1. (9) The reactants are: [CH3:1][O:2][C:3]1[CH:8]=[CH:7][C:6]([OH:9])=[CH:5][CH:4]=1.[CH3:10][O:11][C:12](=[O:21])[C:13]1[CH:18]=[CH:17][C:16](Br)=[CH:15][C:14]=1[CH3:20].C(=O)([O-])[O-].[K+].[K+]. Given the product [CH3:10][O:11][C:12](=[O:21])[C:13]1[CH:18]=[CH:17][C:16]([O:9][C:6]2[CH:7]=[CH:8][C:3]([O:2][CH3:1])=[CH:4][CH:5]=2)=[CH:15][C:14]=1[CH3:20], predict the reactants needed to synthesize it.